Dataset: Catalyst prediction with 721,799 reactions and 888 catalyst types from USPTO. Task: Predict which catalyst facilitates the given reaction. (1) Reactant: [NH2:1][C:2]1[S:6][C:5]([C:7]2[CH:12]=[CH:11][C:10]([C:13]([OH:16])([CH3:15])[CH3:14])=[CH:9][CH:8]=2)=[N:4][C:3]=1[C:17]([NH2:19])=[O:18].Br[C:21]1[N:26]=[C:25]([CH:27]([OH:32])[C:28]([F:31])([F:30])[F:29])[CH:24]=[CH:23][CH:22]=1.CC(C1C=C(C(C)C)C(C2C=CC=CC=2P(C2CCCCC2)C2CCCCC2)=C(C(C)C)C=1)C.C(=O)([O-])[O-].[K+].[K+].C(O)(CC)(C)C. Product: [OH:16][C:13]([C:10]1[CH:9]=[CH:8][C:7]([C:5]2[S:6][C:2]([NH:1][C:21]3[CH:22]=[CH:23][CH:24]=[C:25]([CH:27]([OH:32])[C:28]([F:31])([F:30])[F:29])[N:26]=3)=[C:3]([C:17]([NH2:19])=[O:18])[N:4]=2)=[CH:12][CH:11]=1)([CH3:15])[CH3:14]. The catalyst class is: 110. (2) Reactant: [CH2:1]([C:3]1([C:8]2[CH:13]=[CH:12][C:11]([C:14]3[C:19]([CH3:20])=[CH:18][CH:17]=[C:16](/[CH:21]=[CH:22]\[C:23]4[CH:24]=[C:25]([C:33]([O:35][CH3:36])=[O:34])[C:26](=[CH:31][CH:32]=4)[C:27]([O:29][CH3:30])=[O:28])[CH:15]=3)=[C:10]([CH2:37][CH2:38][CH3:39])[CH:9]=2)[O:7][CH2:6][CH2:5][O:4]1)[CH3:2].C(OCC)(=O)C.C(N(CC)CC)C. Product: [CH2:1]([C:3]1([C:8]2[CH:13]=[CH:12][C:11]([C:14]3[C:19]([CH3:20])=[CH:18][CH:17]=[C:16]([CH2:21][CH2:22][C:23]4[CH:24]=[C:25]([C:33]([O:35][CH3:36])=[O:34])[C:26](=[CH:31][CH:32]=4)[C:27]([O:29][CH3:30])=[O:28])[CH:15]=3)=[C:10]([CH2:37][CH2:38][CH3:39])[CH:9]=2)[O:4][CH2:5][CH2:6][O:7]1)[CH3:2]. The catalyst class is: 5. (3) Reactant: [F:1][C:2]1[CH:13]=[CH:12][C:5]2[NH:6][C:7](=[O:11])[O:8][C:9](=[O:10])[C:4]=2[CH:3]=1.[H-].[Na+].[F:16][C:17]1[CH:24]=[CH:23][C:20]([CH2:21]Br)=[CH:19][CH:18]=1. Product: [F:1][C:2]1[CH:13]=[CH:12][C:5]2[N:6]([CH2:21][C:20]3[CH:23]=[CH:24][C:17]([F:16])=[CH:18][CH:19]=3)[C:7](=[O:11])[O:8][C:9](=[O:10])[C:4]=2[CH:3]=1. The catalyst class is: 3. (4) Reactant: [N:1]1([S:7]([C:10]2[C:18]3[C:13](=[CH:14][CH:15]=[C:16]([C:19]#[C:20][C:21]4[CH:26]=[CH:25][CH:24]=[CH:23][CH:22]=4)[CH:17]=3)[NH:12][C:11]=2[C:27]([NH2:29])=[O:28])(=[O:9])=[O:8])[CH2:6][CH2:5][O:4][CH2:3][CH2:2]1. Product: [N:1]1([S:7]([C:10]2[C:18]3[C:13](=[CH:14][CH:15]=[C:16]([CH2:19][CH2:20][C:21]4[CH:26]=[CH:25][CH:24]=[CH:23][CH:22]=4)[CH:17]=3)[NH:12][C:11]=2[C:27]([NH2:29])=[O:28])(=[O:8])=[O:9])[CH2:2][CH2:3][O:4][CH2:5][CH2:6]1. The catalyst class is: 5.